From a dataset of Forward reaction prediction with 1.9M reactions from USPTO patents (1976-2016). Predict the product of the given reaction. (1) The product is: [S:14]1[C:10]2[C:8]3[CH:9]=[C:4]4[S:2][C:22]5[CH:23]=[CH:24][S:25][C:21]=5[C:5]4=[CH:6][C:7]=3[S:18][C:11]=2[CH:12]=[CH:13]1. Given the reactants C[S:2]([C:4]1[CH:9]=[C:8]([C:10]2[S:14][C:13](CCC)=[CH:12][CH:11]=2)[C:7]([S:18](C)=O)=[CH:6][C:5]=1[C:21]1[S:25][C:24](CCC)=[CH:23][CH:22]=1)=O.O=P12OP3(OP(OP(O3)(O1)=O)(=O)O2)=O.FC(F)(F)S(O)(=O)=O, predict the reaction product. (2) Given the reactants Cl[CH2:2][C:3]1[N:15]=[C:14]2[N:5]([C:6]([NH2:19])=[N:7][C:8]3[C:9]([CH2:16][O:17][CH3:18])=[CH:10][CH:11]=[CH:12][C:13]=32)[N:4]=1.[N:20]1[CH:25]=[CH:24][CH:23]=[C:22]2[CH2:26][NH:27][CH2:28][C:21]=12.C(N(C(C)C)CC)(C)C, predict the reaction product. The product is: [N:20]1[CH:25]=[CH:24][CH:23]=[C:22]2[CH2:26][N:27]([CH2:2][C:3]3[N:15]=[C:14]4[N:5]([C:6]([NH2:19])=[N:7][C:8]5[C:9]([CH2:16][O:17][CH3:18])=[CH:10][CH:11]=[CH:12][C:13]=54)[N:4]=3)[CH2:28][C:21]=12. (3) Given the reactants FC(F)[C:3]1[N:7](C2N=C(N3CCOCC3)N=C(N3CCN(S(C=C)(=O)=O)CC3)N=2)[C:6]2[CH:31]=[CH:32][CH:33]=[C:34](OC)[C:5]=2[N:4]=1.FC(F)(F)C(O)=O.N1CCS(=O)CC1.CCN(C(C)C)C(C)C, predict the reaction product. The product is: [NH:4]1[C:5]2[CH:34]=[CH:33][CH:32]=[CH:31][C:6]=2[N:7]=[CH:3]1. (4) Given the reactants CS(O[CH2:6][CH2:7][C@H:8]1[O:14][C@H:13]([C:15]2[CH:20]=[CH:19][CH:18]=[C:17]([O:21][CH3:22])[C:16]=2[O:23][CH3:24])[C:12]2[CH:25]=[C:26]([Cl:29])[CH:27]=[CH:28][C:11]=2[N:10]2[CH:30]=[CH:31][CH:32]=[C:9]12)(=O)=O.[CH3:33][C:34]([S:41][C:42]1[NH:46][N:45]=[N:44][N:43]=1)([CH3:40])[C:35]([O:37][CH2:38][CH3:39])=[O:36].[Cl:47][C:48]1[CH:49]=[CH:50][C:51]2[N:57]3[CH:58]=[CH:59][CH:60]=[C:56]3[C@@H:55]([CH2:61][CH2:62][N:63]3[N:67]=[N:66][C:65](COC(C)(C)C(OC)=O)=[N:64]3)[O:54][C@H:53]([C:77]3[CH:82]=[CH:81][CH:80]=[C:79]([O:83][CH3:84])[C:78]=3[O:85][CH3:86])[C:52]=2[CH:87]=1.ClC1C=CC2N3C=CC=C3[C@@H](CCN3NN=C(COC(C)(C)C(OC)=O)N3)O[C@H](C3C=CC=C(OC)C=3OC)C=2C=1, predict the reaction product. The product is: [Cl:29][C:26]1[CH:27]=[CH:28][C:11]2[N:10]3[CH:30]=[CH:31][CH:32]=[C:9]3[C@@H:8]([CH2:7][CH2:6][N:44]3[N:45]=[N:46][C:42]([S:41][C:34]([CH3:33])([CH3:40])[C:35]([O:37][CH2:38][CH3:39])=[O:36])=[N:43]3)[O:14][C@H:13]([C:15]3[CH:20]=[CH:19][CH:18]=[C:17]([O:21][CH3:22])[C:16]=3[O:23][CH3:24])[C:12]=2[CH:25]=1.[Cl:47][C:48]1[CH:49]=[CH:50][C:51]2[N:57]3[CH:58]=[CH:59][CH:60]=[C:56]3[C@@H:55]([CH2:61][CH2:62][N:63]3[NH:67][N:66]=[C:65]([S:41][C:34]([CH3:40])([CH3:33])[C:35]([O:37][CH2:38][CH3:39])=[O:36])[NH:64]3)[O:54][C@H:53]([C:77]3[CH:82]=[CH:81][CH:80]=[C:79]([O:83][CH3:84])[C:78]=3[O:85][CH3:86])[C:52]=2[CH:87]=1. (5) The product is: [ClH:1].[Cl:1][C:2]1[CH:7]=[C:6]([C:8]2[CH:12]=[CH:11][O:10][CH:9]=2)[CH:5]=[CH:4][C:3]=1[S:13]([NH:16][C:17]1[C:18]([O:38][CH3:39])=[CH:19][CH:20]=[C:21]([N:23]2[CH2:28][C@H:27]([CH3:29])[NH:26][C@H:25]([CH3:37])[CH2:24]2)[N:22]=1)(=[O:14])=[O:15]. Given the reactants [Cl:1][C:2]1[CH:7]=[C:6]([C:8]2[CH:12]=[CH:11][O:10][CH:9]=2)[CH:5]=[CH:4][C:3]=1[S:13]([NH:16][C:17]1[N:22]=[C:21]([N:23]2[CH2:28][C@H:27]([CH3:29])[N:26](C(OC(C)(C)C)=O)[C@H:25]([CH3:37])[CH2:24]2)[CH:20]=[CH:19][C:18]=1[O:38][CH3:39])(=[O:15])=[O:14], predict the reaction product. (6) Given the reactants [NH2:1][C:2]1[NH:7][C:6](=[O:8])[N:5]([CH2:9][C:10]2[CH:15]=[CH:14][CH:13]=[CH:12][C:11]=2[F:16])[C:4](=[O:17])[CH:3]=1.Cl.[N:19]([O-])=[O:20].[Na+].[OH-].[NH4+], predict the reaction product. The product is: [NH2:1][C:2]1[NH:7][C:6](=[O:8])[N:5]([CH2:9][C:10]2[CH:15]=[CH:14][CH:13]=[CH:12][C:11]=2[F:16])[C:4](=[O:17])[C:3]=1[N:19]=[O:20]. (7) The product is: [O:7]1[C:11]2[CH:12]=[CH:13][C:14]([CH:16]([CH2:20][CH:19]=[O:21])[CH2:17][CH:18]=[O:22])=[CH:15][C:10]=2[O:9][CH2:8]1. Given the reactants I([O-])(=O)(=O)=O.[Na+].[O:7]1[C:11]2[CH:12]=[CH:13][C:14]([CH:16]3[CH2:20][CH:19]([OH:21])[CH:18]([OH:22])[CH2:17]3)=[CH:15][C:10]=2[O:9][CH2:8]1, predict the reaction product. (8) Given the reactants C1(P(C2CCCCC2)C2C=CC=CC=2C2C(C(C)C)=CC(C(C)C)=CC=2C(C)C)CCCCC1.Cl[C:36]1[N:44]=[C:43]2[C:39]([N:40]([CH2:45][C:46]3[CH:51]=[CH:50][C:49]([C:52]([F:55])([F:54])[F:53])=[CH:48][CH:47]=3)[CH:41]=[N:42]2)=[C:38]([NH:56][C@@H:57]([CH:59]2[CH2:61][CH2:60]2)[CH3:58])[N:37]=1.C[C:63]([N:65](C)C)=O, predict the reaction product. The product is: [CH:59]1([C@H:57]([NH:56][C:38]2[N:37]=[C:36]([C:63]#[N:65])[N:44]=[C:43]3[C:39]=2[N:40]([CH2:45][C:46]2[CH:47]=[CH:48][C:49]([C:52]([F:55])([F:53])[F:54])=[CH:50][CH:51]=2)[CH:41]=[N:42]3)[CH3:58])[CH2:61][CH2:60]1.